From a dataset of Forward reaction prediction with 1.9M reactions from USPTO patents (1976-2016). Predict the product of the given reaction. (1) Given the reactants [CH2:1]([N:8]1[CH2:16][C@H:15]2[C@:10]([CH3:23])([CH2:11][CH2:12][C:13]3[C:20]([Cl:21])=[C:19](Br)[CH:18]=[CH:17][C:14]=32)[CH2:9]1)[C:2]1[CH:7]=[CH:6][CH:5]=[CH:4][CH:3]=1.[CH3:24]B1OB(C)OB(C)O1.C(=O)([O-])[O-].[K+].[K+], predict the reaction product. The product is: [CH2:1]([N:8]1[CH2:16][C@H:15]2[C@:10]([CH3:23])([CH2:11][CH2:12][C:13]3[C:20]([Cl:21])=[C:19]([CH3:24])[CH:18]=[CH:17][C:14]=32)[CH2:9]1)[C:2]1[CH:7]=[CH:6][CH:5]=[CH:4][CH:3]=1. (2) Given the reactants [F:1][C:2]1[CH:19]=[CH:18][CH:17]=[CH:16][C:3]=1[CH2:4][N:5]1[C:9]([CH3:10])=[CH:8][C:7]([C:11]([O:13]CC)=[O:12])=[N:6]1.O.[OH-].[Li+], predict the reaction product. The product is: [F:1][C:2]1[CH:19]=[CH:18][CH:17]=[CH:16][C:3]=1[CH2:4][N:5]1[C:9]([CH3:10])=[CH:8][C:7]([C:11]([OH:13])=[O:12])=[N:6]1. (3) Given the reactants [Br:1][C:2]1[CH:3]=[CH:4][C:5]2[S:9][C:8]([CH2:10][CH2:11][CH2:12]Br)=[C:7]([CH3:14])[C:6]=2[CH:15]=1.[SH:16][C:17]1[CH:22]=[CH:21][C:20]([O:23][CH2:24][C:25]([O:27][CH2:28][CH3:29])=[O:26])=[C:19]([CH3:30])[CH:18]=1.C(=O)([O-])[O-].[K+].[K+], predict the reaction product. The product is: [Br:1][C:2]1[CH:3]=[CH:4][C:5]2[S:9][C:8]([CH2:10][CH2:11][CH2:12][S:16][C:17]3[CH:22]=[CH:21][C:20]([O:23][CH2:24][C:25]([O:27][CH2:28][CH3:29])=[O:26])=[C:19]([CH3:30])[CH:18]=3)=[C:7]([CH3:14])[C:6]=2[CH:15]=1. (4) Given the reactants [B:10]1([B:10]2[O:14][C:13]([CH3:16])([CH3:15])[C:12]([CH3:18])([CH3:17])[O:11]2)[O:14][C:13]([CH3:16])([CH3:15])[C:12]([CH3:18])([CH3:17])[O:11]1.[Br:19][C:20]1[CH:25]=[C:24]([O:26][CH3:27])[CH:23]=[CH:22][C:21]=1[CH3:28], predict the reaction product. The product is: [Br:19][C:20]1[C:21]([CH3:28])=[CH:22][C:23]([B:10]2[O:11][C:12]([CH3:17])([CH3:18])[C:13]([CH3:15])([CH3:16])[O:14]2)=[C:24]([O:26][CH3:27])[CH:25]=1. (5) Given the reactants [Cl:1][C:2]1[CH:10]=[CH:9][C:5]([C:6]([OH:8])=O)=[C:4]([O:11][CH2:12][C:13]([N:15]([CH3:17])[CH3:16])=[O:14])[CH:3]=1.C1N=CN(C(N2C=NC=C2)=O)C=1.FC(F)(F)C(O)=O.[Cl:37][C:38]1[CH:39]=[C:40]([CH:51]=[CH:52][C:53]=1[Cl:54])[O:41][CH:42]1[CH2:47][CH2:46][N:45]([CH2:48][CH2:49][NH2:50])[CH2:44][CH2:43]1.C(N(CC)CC)C, predict the reaction product. The product is: [Cl:1][C:2]1[CH:10]=[CH:9][C:5]([C:6]([NH:50][CH2:49][CH2:48][N:45]2[CH2:46][CH2:47][CH:42]([O:41][C:40]3[CH:51]=[CH:52][C:53]([Cl:54])=[C:38]([Cl:37])[CH:39]=3)[CH2:43][CH2:44]2)=[O:8])=[C:4]([O:11][CH2:12][C:13]([N:15]([CH3:17])[CH3:16])=[O:14])[CH:3]=1. (6) Given the reactants [Cl:1][C:2]1[CH:3]=[CH:4][C:5]([O:13][CH2:14][CH2:15][N:16]2[CH2:21][CH2:20][O:19][CH2:18][CH2:17]2)=[C:6]2[C:11]=1[NH:10][C:9](=O)[CH:8]=[CH:7]2.O=P(Cl)(Cl)[Cl:24].[Cl-].C([NH+](CC)CC)C, predict the reaction product. The product is: [Cl:24][C:9]1[CH:8]=[CH:7][C:6]2[C:11](=[C:2]([Cl:1])[CH:3]=[CH:4][C:5]=2[O:13][CH2:14][CH2:15][N:16]2[CH2:21][CH2:20][O:19][CH2:18][CH2:17]2)[N:10]=1. (7) Given the reactants [S:1]([CH2:11][N:12]=[C:13]=[O:14])([C:4]1[CH:10]=[CH:9][C:7]([CH3:8])=[CH:6][CH:5]=1)(=[O:3])=[O:2].[CH:15](=O)[CH2:16][CH3:17].[Na].O1CCN=C1, predict the reaction product. The product is: [CH2:16]([CH:17]1[O:14][CH:13]=[N:12][CH:11]1[S:1]([C:4]1[CH:5]=[CH:6][C:7]([CH3:8])=[CH:9][CH:10]=1)(=[O:3])=[O:2])[CH3:15].